This data is from Catalyst prediction with 721,799 reactions and 888 catalyst types from USPTO. The task is: Predict which catalyst facilitates the given reaction. (1) The catalyst class is: 1. Product: [CH2:24]([NH:23][CH:20]1[CH2:21][CH2:22][CH:17]([CH2:16][NH:15][C:2]2[S:3][C:4]3[CH2:10][CH2:9][O:8][C:7]4[CH:11]=[CH:12][CH:13]=[CH:14][C:6]=4[C:5]=3[N:1]=2)[CH2:18][CH2:19]1)[CH2:25][CH3:26]. Reactant: [N:1]1[C:5]2[C:6]3[CH:14]=[CH:13][CH:12]=[CH:11][C:7]=3[O:8][CH2:9][CH2:10][C:4]=2[S:3][C:2]=1[NH:15][CH2:16][CH:17]1[CH2:22][CH2:21][CH:20]([NH:23][C:24](=O)[CH2:25][CH3:26])[CH2:19][CH2:18]1.Cl.[OH-].[Na+]. (2) Reactant: [I:1][C:2]1[CH:7]=[CH:6][C:5]([NH:8][C:9](=[O:15])[O:10][C:11]([CH3:14])([CH3:13])[CH3:12])=[C:4]([N+:16]([O-])=O)[CH:3]=1. Product: [NH2:16][C:4]1[CH:3]=[C:2]([I:1])[CH:7]=[CH:6][C:5]=1[NH:8][C:9](=[O:15])[O:10][C:11]([CH3:13])([CH3:12])[CH3:14]. The catalyst class is: 401. (3) Reactant: Cl.Cl.[CH3:3][NH:4][CH2:5][C:6]1[S:7][C:8]([CH2:11][N:12]2[CH2:16][CH2:15][CH2:14][CH2:13]2)=[N:9][N:10]=1.CCN(C(C)C)C(C)C.[CH3:26][O:27][C:28]1[CH:33]=[C:32]([CH3:34])[C:31]([S:35]([N:38]([CH2:40][C:41]2[O:45][CH:44]=[C:43]([C:46]([OH:48])=O)[CH:42]=2)[CH3:39])(=[O:37])=[O:36])=[C:30]([CH3:49])[CH:29]=1.C1C=CC2N(O)N=NC=2C=1.CCN=C=NCCCN(C)C. Product: [CH3:26][O:27][C:28]1[CH:29]=[C:30]([CH3:49])[C:31]([S:35]([N:38]([CH2:40][C:41]2[O:45][CH:44]=[C:43]([C:46]([N:4]([CH3:3])[CH2:5][C:6]3[S:7][C:8]([CH2:11][N:12]4[CH2:16][CH2:15][CH2:14][CH2:13]4)=[N:9][N:10]=3)=[O:48])[CH:42]=2)[CH3:39])(=[O:36])=[O:37])=[C:32]([CH3:34])[CH:33]=1. The catalyst class is: 2. (4) Reactant: F[C:2](F)(F)[C:3](O)=[O:4].[CH3:8][CH:9]([O:11][C:12]1[CH:19]=[CH:18][C:17]([C:20]2[O:24][N:23]=[C:22]([C:25]3[C:35]4[CH2:34][CH2:33][NH:32][CH2:31][CH2:30][C:29]=4[CH:28]=[CH:27][CH:26]=3)[N:21]=2)=[CH:16][C:13]=1[C:14]#[N:15])[CH3:10].BrCCO.C(=O)([O-])[O-].[K+].[K+]. Product: [OH:4][CH2:3][CH2:2][N:32]1[CH2:31][CH2:30][C:29]2[CH:28]=[CH:27][CH:26]=[C:25]([C:22]3[N:21]=[C:20]([C:17]4[CH:18]=[CH:19][C:12]([O:11][CH:9]([CH3:8])[CH3:10])=[C:13]([CH:16]=4)[C:14]#[N:15])[O:24][N:23]=3)[C:35]=2[CH2:34][CH2:33]1. The catalyst class is: 21.